This data is from Catalyst prediction with 721,799 reactions and 888 catalyst types from USPTO. The task is: Predict which catalyst facilitates the given reaction. (1) Reactant: [C:1]([O:5][C:6](=[O:8])[CH3:7])([CH3:4])([CH3:3])[CH3:2].[Li+].CC([N-]C(C)C)C.CCCCCCC.C1COCC1.C(C1C=CC=CC=1)C.C([O:39][C:40](=O)[CH2:41][C@@H:42]([OH:52])[CH2:43][CH2:44][C:45]1[CH:50]=[CH:49][C:48]([F:51])=[CH:47][CH:46]=1)C. Product: [C:1]([O:5][C:6](=[O:8])[CH2:7][C:40](=[O:39])[CH2:41][CH:42]([OH:52])[CH2:43][CH2:44][C:45]1[CH:50]=[CH:49][C:48]([F:51])=[CH:47][CH:46]=1)([CH3:4])([CH3:3])[CH3:2]. The catalyst class is: 1. (2) The catalyst class is: 14. Product: [Cl:1][C:2]1[CH:3]=[C:4]2[N:13]([S:14]([C:17]3[CH:23]=[CH:22][C:20]([CH3:21])=[CH:19][CH:18]=3)(=[O:16])=[O:15])[CH:12]=[CH:11][C:5]2=[N:6][C:7]=1[C:8](=[N:25][OH:26])[CH3:9]. Reactant: [Cl:1][C:2]1[CH:3]=[C:4]2[N:13]([S:14]([C:17]3[CH:23]=[CH:22][C:20]([CH3:21])=[CH:19][CH:18]=3)(=[O:16])=[O:15])[CH:12]=[CH:11][C:5]2=[N:6][C:7]=1[C:8](=O)[CH3:9].Cl.[NH2:25][OH:26].CC([O-])=O.[Na+]. (3) Reactant: [Cl:1][CH2:2][C:3]1[N:4]=[C:5]([CH2:8][NH:9]C(=O)OC(C)(C)C)[S:6][CH:7]=1.[F:17][C:18]([F:27])([F:26])[C:19]1[CH:24]=[CH:23][C:22]([OH:25])=[CH:21][CH:20]=1.C(=O)([O-])[O-].[K+].[K+].CC(C)=O. Product: [ClH:1].[F:17][C:18]([F:26])([F:27])[C:19]1[CH:24]=[CH:23][C:22]([O:25][CH2:2][C:3]2[N:4]=[C:5]([CH2:8][NH2:9])[S:6][CH:7]=2)=[CH:21][CH:20]=1. The catalyst class is: 13. (4) Reactant: COC(=O)C.C[O:7][C:8](=O)[CH2:9][O:10][C:11]1[CH:12]=[C:13]2[C:18](=[CH:19][CH:20]=1)[N:17]([C:21](=[O:29])[C:22]1[CH:27]=[CH:26][C:25]([F:28])=[CH:24][CH:23]=1)[C@@H:16]([CH3:30])[CH2:15][C@H:14]2[N:31]([C:36]1[CH:41]=[CH:40][C:39]([Cl:42])=[CH:38][CH:37]=1)[C:32](=[O:35])[CH2:33][CH3:34].[NH3:44]. Product: [C:8]([CH2:9][O:10][C:11]1[CH:12]=[C:13]2[C:18](=[CH:19][CH:20]=1)[N:17]([C:21](=[O:29])[C:22]1[CH:23]=[CH:24][C:25]([F:28])=[CH:26][CH:27]=1)[C@@H:16]([CH3:30])[CH2:15][C@H:14]2[N:31]([C:36]1[CH:37]=[CH:38][C:39]([Cl:42])=[CH:40][CH:41]=1)[C:32](=[O:35])[CH2:33][CH3:34])(=[O:7])[NH2:44]. The catalyst class is: 5. (5) The catalyst class is: 2. Reactant: C([O:5][C:6](=[O:28])[CH2:7][C:8]1([N:12]2[CH2:17][CH2:16][CH:15]([NH:18][C@@H:19]3[CH2:21][C@H:20]3[C:22]3[CH:27]=[CH:26][CH:25]=[CH:24][CH:23]=3)[CH2:14][CH2:13]2)[CH2:11][CH2:10][CH2:9]1)(C)(C)C.[ClH:29].O1CCOCC1. Product: [ClH:29].[ClH:29].[C:22]1([C@@H:20]2[CH2:21][C@H:19]2[NH:18][CH:15]2[CH2:16][CH2:17][N:12]([C:8]3([CH2:7][C:6]([OH:28])=[O:5])[CH2:11][CH2:10][CH2:9]3)[CH2:13][CH2:14]2)[CH:23]=[CH:24][CH:25]=[CH:26][CH:27]=1. (6) Reactant: [NH2:1][C:2]1[CH:3]=[N:4][CH:5]=[N:6][CH:7]=1.C[Si]([N-][Si](C)(C)C)(C)C.[Na+].[Cl:18][C:19]1[N:24]=[C:23]([N:25]2[CH2:30][CH2:29][O:28][CH2:27][CH2:26]2)[C:22]([N+:31]([O-:33])=[O:32])=[C:21](Cl)[N:20]=1.C(O)(=O)C. Product: [Cl:18][C:19]1[N:20]=[C:21]([NH:1][C:2]2[CH:3]=[N:4][CH:5]=[N:6][CH:7]=2)[C:22]([N+:31]([O-:33])=[O:32])=[C:23]([N:25]2[CH2:30][CH2:29][O:28][CH2:27][CH2:26]2)[N:24]=1. The catalyst class is: 20. (7) Reactant: [CH3:1][N:2]1[C:6]2=[N:7][C:8]([CH3:12])=[CH:9][C:10]([CH3:11])=[C:5]2[CH2:4][CH2:3]1.[Li][CH2:14][CH2:15][CH2:16][CH3:17].BrCCCC. Product: [CH3:1][N:2]1[C:6]2=[N:7][C:8]([CH2:12][CH2:14][CH2:15][CH2:16][CH3:17])=[CH:9][C:10]([CH3:11])=[C:5]2[CH2:4][CH2:3]1. The catalyst class is: 1. (8) Reactant: [Cl:1][C:2]1[CH:7]=[C:6]([Cl:8])[CH:5]=[CH:4][C:3]=1[C:9]1[C:10]([N+:16]([O-:18])=[O:17])=[N:11][CH:12]=[C:13](Br)[N:14]=1.[NH2:19][CH2:20][CH2:21][NH:22][C:23]1[CH:28]=[CH:27][C:26]([N+:29]([O-:31])=[O:30])=[CH:25]N=1.[CH:32](N(C(C)C)CC)(C)C. Product: [Cl:1][C:2]1[CH:7]=[C:6]([Cl:8])[CH:5]=[CH:4][C:3]=1[C:9]1[N:14]=[C:13]([NH:19][CH2:20][CH2:21][NH:22][C:23]2[CH:28]=[CH:27][C:26]([N+:29]([O-:31])=[O:30])=[CH:25][CH:32]=2)[CH:12]=[N:11][C:10]=1[N+:16]([O-:18])=[O:17]. The catalyst class is: 3. (9) The catalyst class is: 3. Product: [Cl:26][C:27]1[CH:35]=[CH:34][C:30]([C:31]([NH:1][C:2]2[CH:7]=[CH:6][C:5]([C:8]([C:10]3[N:11]([C:15]4[CH:20]=[CH:19][N:18]=[C:17]([NH:21][CH2:22][C@@H:23]([OH:25])[CH3:24])[N:16]=4)[CH:12]=[CH:13][N:14]=3)=[O:9])=[CH:4][CH:3]=2)=[O:32])=[CH:29][CH:28]=1. Reactant: [NH2:1][C:2]1[CH:7]=[CH:6][C:5]([C:8]([C:10]2[N:11]([C:15]3[CH:20]=[CH:19][N:18]=[C:17]([NH:21][CH2:22][C@@H:23]([OH:25])[CH3:24])[N:16]=3)[CH:12]=[CH:13][N:14]=2)=[O:9])=[CH:4][CH:3]=1.[Cl:26][C:27]1[CH:35]=[CH:34][C:30]([C:31](O)=[O:32])=[CH:29][CH:28]=1.CCN=C=NCCCN(C)C.C1C=CC2N(O)N=NC=2C=1. (10) Reactant: Br[C:2]1[CH:7]=[CH:6][C:5]([F:8])=[C:4]([F:9])[CH:3]=1.C([Li])CCC.[CH2:15]([N:22]1[CH2:26][CH2:25][C:24](=[O:27])[CH2:23]1)[C:16]1[CH:21]=[CH:20][CH:19]=[CH:18][CH:17]=1.[Cl-].[NH4+]. Product: [CH2:15]([N:22]1[CH2:26][CH2:25][C:24]([C:2]2[CH:7]=[CH:6][C:5]([F:8])=[C:4]([F:9])[CH:3]=2)([OH:27])[CH2:23]1)[C:16]1[CH:17]=[CH:18][CH:19]=[CH:20][CH:21]=1. The catalyst class is: 27.